From a dataset of Full USPTO retrosynthesis dataset with 1.9M reactions from patents (1976-2016). Predict the reactants needed to synthesize the given product. (1) Given the product [CH2:35]([N:22]([C@H:19]1[CH2:18][CH2:17][C@H:16]([C:3]([O:8][Si:9]([CH2:14][CH3:15])([CH2:10][CH3:11])[CH2:12][CH3:13])([C:4]([F:7])([F:6])[F:5])[C:2]([F:1])([F:33])[F:34])[CH2:21][CH2:20]1)[S:23]([C:26]1[N:27]=[C:28]([CH3:32])[N:29]([CH3:31])[CH:30]=1)(=[O:25])=[O:24])[CH3:36], predict the reactants needed to synthesize it. The reactants are: [F:1][C:2]([F:34])([F:33])[C:3]([C@H:16]1[CH2:21][CH2:20][C@H:19]([NH:22][S:23]([C:26]2[N:27]=[C:28]([CH3:32])[N:29]([CH3:31])[CH:30]=2)(=[O:25])=[O:24])[CH2:18][CH2:17]1)([O:8][Si:9]([CH2:14][CH3:15])([CH2:12][CH3:13])[CH2:10][CH3:11])[C:4]([F:7])([F:6])[F:5].[CH2:35]1CCN2C(=NCCC2)C[CH2:36]1.C(I)C.[NH4+].[Cl-]. (2) The reactants are: O=C1C2C(=CC=CC=2)C(=O)[N:3]1[CH2:12][CH2:13][N:14]1[CH:18]=[C:17]([C:19]([O:21][CH3:22])=[O:20])[N:16]=[CH:15]1.O.NN.O. Given the product [NH2:3][CH2:12][CH2:13][N:14]1[CH:18]=[C:17]([C:19]([O:21][CH3:22])=[O:20])[N:16]=[CH:15]1, predict the reactants needed to synthesize it. (3) Given the product [CH2:1]([O:8][C:9]([N:11]1[CH2:12][CH2:13][CH:14]([NH:17][C:18]2[CH:23]=[CH:22][C:21]([N:24]3[CH2:28][C@H:27]([CH2:29][NH2:30])[O:26][C:25]3=[O:33])=[CH:20][C:19]=2[F:34])[CH2:15][CH2:16]1)=[O:10])[C:2]1[CH:3]=[CH:4][CH:5]=[CH:6][CH:7]=1, predict the reactants needed to synthesize it. The reactants are: [CH2:1]([O:8][C:9]([N:11]1[CH2:16][CH2:15][CH:14]([NH:17][C:18]2[CH:23]=[CH:22][C:21]([N:24]3[CH2:28][C@H:27]([CH2:29][N:30]=[N+]=[N-])[O:26][C:25]3=[O:33])=[CH:20][C:19]=2[F:34])[CH2:13][CH2:12]1)=[O:10])[C:2]1[CH:7]=[CH:6][CH:5]=[CH:4][CH:3]=1.C1(P(C2C=CC=CC=2)C2C=CC=CC=2)C=CC=CC=1.O. (4) Given the product [Cl:3][C:11]1[C:10]2[C:15](=[CH:16][C:17]([O:18][CH2:19][C:20]3[CH:25]=[CH:24][N:23]=[CH:22][CH:21]=3)=[C:8]([O:7][CH3:6])[CH:9]=2)[N:14]=[CH:13][N:12]=1, predict the reactants needed to synthesize it. The reactants are: O=P(Cl)(Cl)[Cl:3].[CH3:6][O:7][C:8]1[CH:9]=[C:10]2[C:15](=[CH:16][C:17]=1[O:18][CH2:19][C:20]1[CH:25]=[CH:24][N:23]=[CH:22][CH:21]=1)[N:14]=[CH:13][NH:12][C:11]2=O.CN(C)C1C=CC=CC=1. (5) Given the product [Cl:67][C:52]1[CH:51]=[N+:50]([O-:68])[CH:49]=[C:48]([Cl:47])[C:53]=1[CH2:54][C@H:55]([O:56][C:23]([CH:21]1[CH2:22][N:19]([C:17](=[O:18])[C:16]2[CH:15]=[CH:14][C:13]([CH2:12][O:11][C:10]3[CH:29]=[CH:30][CH:31]=[C:8]([C@H:7]([C:1]4[CH:2]=[CH:3][CH:4]=[CH:5][CH:6]=4)[NH:32][C:33]([O:35][C@@H:36]4[CH:41]5[CH2:40][CH2:39][N:38]([CH2:43][CH2:42]5)[CH2:37]4)=[O:34])[CH:9]=3)=[CH:28][CH:27]=2)[CH2:20]1)=[O:24])[C:57]1[CH:62]=[CH:61][C:60]([O:63][CH3:64])=[C:59]([O:65][CH3:66])[CH:58]=1, predict the reactants needed to synthesize it. The reactants are: [C:1]1([C@H:7]([NH:32][C:33]([O:35][C@@H:36]2[CH:41]3[CH2:42][CH2:43][N:38]([CH2:39][CH2:40]3)[CH2:37]2)=[O:34])[C:8]2[CH:9]=[C:10]([CH:29]=[CH:30][CH:31]=2)[O:11][CH2:12][C:13]2[CH:28]=[CH:27][C:16]([C:17]([N:19]3[CH2:22][CH:21]([C:23](OC)=[O:24])[CH2:20]3)=[O:18])=[CH:15][CH:14]=2)[CH:6]=[CH:5][CH:4]=[CH:3][CH:2]=1.[Li+].[OH-].Cl.[Cl:47][C:48]1[CH:49]=[N+:50]([O-:68])[CH:51]=[C:52]([Cl:67])[C:53]=1[CH2:54][C@@H:55]([C:57]1[CH:62]=[CH:61][C:60]([O:63][CH3:64])=[C:59]([O:65][CH3:66])[CH:58]=1)[OH:56].Cl.CN(C)CCCN=C=NCC. (6) Given the product [Cl:1][C:2]1[CH:7]=[CH:6][C:5]([C:8]2[CH:13]=[C:12]([CH3:14])[N:11]=[C:10]([N:15]3[CH:19]=[C:18]([Sn:32]([CH2:33][CH2:34][CH2:35][CH3:36])([CH2:37][CH2:38][CH2:39][CH3:40])[CH2:28][CH2:29][CH2:30][CH3:31])[N:17]=[CH:16]3)[N:9]=2)=[CH:4][CH:3]=1, predict the reactants needed to synthesize it. The reactants are: [Cl:1][C:2]1[CH:7]=[CH:6][C:5]([C:8]2[CH:13]=[C:12]([CH3:14])[N:11]=[C:10]([N:15]3[CH:19]=[C:18](I)[N:17]=[CH:16]3)[N:9]=2)=[CH:4][CH:3]=1.[Cl-].[Li+].C([Mg]Cl)(C)C.[CH2:28]([Sn:32](Cl)([CH2:37][CH2:38][CH2:39][CH3:40])[CH2:33][CH2:34][CH2:35][CH3:36])[CH2:29][CH2:30][CH3:31].[Cl-].[NH4+]. (7) Given the product [CH2:15]([O:17][C:18](=[O:28])[C:19]1[CH:24]=[C:23]([Br:25])[C:22]([O:14][CH2:13][C:3]2[C:4]([C:7]3[CH:12]=[CH:11][CH:10]=[CH:9][CH:8]=3)=[N:5][O:6][C:2]=2[CH3:1])=[N:21][C:20]=1[CH3:27])[CH3:16], predict the reactants needed to synthesize it. The reactants are: [CH3:1][C:2]1[O:6][N:5]=[C:4]([C:7]2[CH:12]=[CH:11][CH:10]=[CH:9][CH:8]=2)[C:3]=1[CH2:13][OH:14].[CH2:15]([O:17][C:18](=[O:28])[C:19]1[CH:24]=[C:23]([Br:25])[C:22](O)=[N:21][C:20]=1[CH3:27])[CH3:16]. (8) The reactants are: [CH:1]12[CH2:13][CH:4]([C:5]3[C:6]([OH:12])=[CH:7][CH:8]=[C:9]([OH:11])[C:10]=31)[CH2:3][CH2:2]2.B(F)(F)F.CCOCC.[Cl:23][CH2:24][CH2:25][CH2:26][C:27]([CH3:31])(O)[CH:28]=[CH2:29].O. Given the product [Cl:23][CH2:24][CH2:25][CH2:26][C:27]1([CH3:31])[CH2:28][CH2:29][C:7]2[C:6](=[C:5]3[CH:4]4[CH2:13][CH:1]([CH2:2][CH2:3]4)[C:10]3=[C:9]([OH:11])[CH:8]=2)[O:12]1, predict the reactants needed to synthesize it. (9) The reactants are: C(=O)([O-])[O-].[K+].[K+].Cl.[NH2:8][C:9]([NH2:14])=[CH:10][C:11]([NH2:13])=[O:12].[Cl:15][C:16]1[CH:17]=[C:18]([CH:32]=[CH:33][C:34]=1[C:35]([F:38])([F:37])[F:36])[CH2:19][CH:20]([C:26](=O)[C:27]([F:30])([F:29])[F:28])[C:21](OCC)=[O:22]. Given the product [Cl:15][C:16]1[CH:17]=[C:18]([CH:32]=[CH:33][C:34]=1[C:35]([F:36])([F:37])[F:38])[CH2:19][C:20]1[C:21](=[O:22])[NH:14][C:9]([CH2:10][C:11]([NH2:13])=[O:12])=[N:8][C:26]=1[C:27]([F:28])([F:29])[F:30], predict the reactants needed to synthesize it.